Predict which catalyst facilitates the given reaction. From a dataset of Catalyst prediction with 721,799 reactions and 888 catalyst types from USPTO. Reactant: Br[C:2]1[C:3]([C:10]#[N:11])=[CH:4][S:5][C:6]=1[N+:7]([O-:9])=[O:8].C([Sn]([C:25]1[CH:30]=[N:29][CH:28]=[CH:27][N:26]=1)(CCCC)CCCC)CCC. Product: [N+:7]([C:6]1[S:5][CH:4]=[C:3]([C:10]#[N:11])[C:2]=1[C:25]1[CH:30]=[N:29][CH:28]=[CH:27][N:26]=1)([O-:9])=[O:8]. The catalyst class is: 77.